From a dataset of Forward reaction prediction with 1.9M reactions from USPTO patents (1976-2016). Predict the product of the given reaction. (1) Given the reactants [CH2:1]([S:16]([CH:19]([CH2:25][CH3:26])[C:20]([O:22]CC)=[O:21])(=[O:18])=[O:17])[CH2:2]/[CH:3]=[CH:4]\[CH2:5]/[CH:6]=[CH:7]\[CH2:8]/[CH:9]=[CH:10]\[CH2:11]/[CH:12]=[CH:13]\[CH2:14][CH3:15].[Li+].[OH-].O.Cl, predict the reaction product. The product is: [CH2:1]([S:16]([CH:19]([CH2:25][CH3:26])[C:20]([OH:22])=[O:21])(=[O:17])=[O:18])[CH2:2]/[CH:3]=[CH:4]\[CH2:5]/[CH:6]=[CH:7]\[CH2:8]/[CH:9]=[CH:10]\[CH2:11]/[CH:12]=[CH:13]\[CH2:14][CH3:15]. (2) The product is: [CH3:18][O:1][CH:2]([CH3:15])[CH2:3][O:4][CH2:5][CH2:6][NH:7][C:8](=[O:14])[O:9][C:10]([CH3:11])([CH3:13])[CH3:12]. Given the reactants [OH:1][CH:2]([CH3:15])[CH2:3][O:4][CH2:5][CH2:6][NH:7][C:8](=[O:14])[O:9][C:10]([CH3:13])([CH3:12])[CH3:11].[H-].[Na+].[CH3:18]I, predict the reaction product. (3) Given the reactants [CH3:1][C@H:2]1[CH2:7][CH2:6][C@H:5]([C:8](Cl)=[O:9])[CH2:4][CH2:3]1.[CH3:11][CH:12]([NH:14][C:15]1[CH:19]=[CH:18][S:17][C:16]=1[C:20]([O:22][CH3:23])=[O:21])[CH3:13].C(=O)(O)[O-].[Na+], predict the reaction product. The product is: [CH3:1][C@H:2]1[CH2:7][CH2:6][C@H:5]([C:8]([N:14]([CH:12]([CH3:13])[CH3:11])[C:15]2[CH:19]=[CH:18][S:17][C:16]=2[C:20]([O:22][CH3:23])=[O:21])=[O:9])[CH2:4][CH2:3]1. (4) Given the reactants [Cl:1][C:2]1[CH:7]=[CH:6][C:5]([CH:8]2[C:12]3[NH:13][C:14]([C:16]4[CH2:17][CH2:18][O:19][CH2:20][CH:21]=4)=[N:15][C:11]=3[C:10](=[O:22])[N:9]2[C:23]2[N:28]=[C:27]3[N:29]([CH3:32])[N:30]=[N:31][C:26]3=[C:25]([CH3:33])[CH:24]=2)=[CH:4][CH:3]=1, predict the reaction product. The product is: [Cl:1][C:2]1[CH:3]=[CH:4][C:5]([C@@H:8]2[C:12]3[NH:13][C:14]([C:16]4[CH2:17][CH2:18][O:19][CH2:20][CH:21]=4)=[N:15][C:11]=3[C:10](=[O:22])[N:9]2[C:23]2[N:28]=[C:27]3[N:29]([CH3:32])[N:30]=[N:31][C:26]3=[C:25]([CH3:33])[CH:24]=2)=[CH:6][CH:7]=1. (5) Given the reactants Cl[C:2]1[CH:3]=[C:4]([CH:8]=[C:9]([C:11]([F:14])([F:13])[F:12])[N:10]=1)[C:5]([OH:7])=[O:6].[CH3:15][OH:16].C[O-].[Na+].Cl, predict the reaction product. The product is: [CH3:15][O:16][C:2]1[CH:3]=[C:4]([CH:8]=[C:9]([C:11]([F:14])([F:13])[F:12])[N:10]=1)[C:5]([OH:7])=[O:6]. (6) Given the reactants [C:1](C1NC=CN=1)(C1NC=CN=1)=[O:2].[NH2:13][C:14]1[C:29]([F:30])=[CH:28][C:17]2[O:18][C:19]([F:27])([F:26])[C:20](=[O:25])[N:21]([CH2:22][C:23]#[CH:24])[C:16]=2[CH:15]=1.[CH2:31](N(CC)CC)C.CN[C:40]1[CH:49]=[CH:48]C=C[C:41]=1[C:42](OC)=[O:43].[C:50](#[N:52])[CH3:51], predict the reaction product. The product is: [CH3:31][N:52]1[C:50]2[C:41](=[CH:40][CH:49]=[CH:48][CH:51]=2)[C:42](=[O:43])[N:13]([C:14]2[C:29]([F:30])=[CH:28][C:17]3[O:18][C:19]([F:26])([F:27])[C:20](=[O:25])[N:21]([CH2:22][C:23]#[CH:24])[C:16]=3[CH:15]=2)[C:1]1=[O:2].